Dataset: Catalyst prediction with 721,799 reactions and 888 catalyst types from USPTO. Task: Predict which catalyst facilitates the given reaction. (1) Reactant: S(O)(O)(=O)=O.[NH2:6][C@H:7]([CH2:9][C:10]1[CH:15]=[CH:14][CH:13]=[CH:12][CH:11]=1)[CH3:8].N[C@H](CC1C=CC=CC=1)C.[N:26]([C@H:29]1[CH:35]2[O:36][CH:32]([CH2:33][O:34]2)[C@@H:31]([O:37][CH2:38][C:39]2[CH:44]=[CH:43][CH:42]=[CH:41][CH:40]=2)[C@@H:30]1[O:45][C@H:46]([CH3:50])[C:47](O)=[O:48])=[N+:27]=[N-:28].CN(C(ON1N=NC2C=CC=NC1=2)=[N+](C)C)C.F[P-](F)(F)(F)(F)F.C(N(C(C)C)CC)(C)C. Product: [N:26]([C@H:29]1[CH:35]2[O:36][CH:32]([CH2:33][O:34]2)[C@@H:31]([O:37][CH2:38][C:39]2[CH:44]=[CH:43][CH:42]=[CH:41][CH:40]=2)[C@@H:30]1[O:45][C@H:46]([CH3:50])[C:47]([NH:6][C@H:7]([CH3:8])[CH2:9][C:10]1[CH:15]=[CH:14][CH:13]=[CH:12][CH:11]=1)=[O:48])=[N+:27]=[N-:28]. The catalyst class is: 2. (2) Reactant: Cl[C:2]1[CH:7]=[C:6]([Cl:8])[N:5]=[CH:4][N:3]=1.C(=O)([O-])[O-].[K+].[K+].Cl.[CH3:16][C@H:17]1[CH2:23][CH2:22][CH2:21][C@H:20]([CH3:24])[CH2:19][NH:18]1.[Cl-].[NH4+]. Product: [Cl:8][C:6]1[N:5]=[CH:4][N:3]=[C:2]([N:18]2[CH2:19][C@@H:20]([CH3:24])[CH2:21][CH2:22][CH2:23][C@@H:17]2[CH3:16])[CH:7]=1. The catalyst class is: 10.